This data is from hERG potassium channel inhibition data for cardiac toxicity prediction from Karim et al.. The task is: Regression/Classification. Given a drug SMILES string, predict its toxicity properties. Task type varies by dataset: regression for continuous values (e.g., LD50, hERG inhibition percentage) or binary classification for toxic/non-toxic outcomes (e.g., AMES mutagenicity, cardiotoxicity, hepatotoxicity). Dataset: herg_karim. (1) The compound is COc1ccc2ncc(F)c(CCN3CCC(NCc4ccc5c(n4)NC(=O)CO5)CC3)c2n1. The result is 1 (blocker). (2) The compound is Cn1ccc2cc(C3(Cc4ccccc4)CCNC3)ccc21. The result is 1 (blocker). (3) The compound is Cc1nsc(-c2nnc3n2CCN(C(=O)c2ccccc2)[C@@H]3C)n1. The result is 0 (non-blocker). (4) The drug is COc1cccc(C(C)NC2CCC(C(=O)N3CCC(C(=O)N4CCCC4)(c4ccccc4)CC3)C(C)(C)C2)c1. The result is 0 (non-blocker).